Binary Classification. Given a drug SMILES string, predict its activity (active/inactive) in a high-throughput screening assay against a specified biological target. From a dataset of HIV replication inhibition screening data with 41,000+ compounds from the AIDS Antiviral Screen. (1) The molecule is C=CCC1O[Si](C(C)(C)C)(C(C)(C)C)C(C)C1C. The result is 0 (inactive). (2) The compound is COc1ccc(C=CC(=O)c2ccc(OC(=O)C=Cc3ccccc3)cc2)cc1. The result is 0 (inactive).